This data is from Forward reaction prediction with 1.9M reactions from USPTO patents (1976-2016). The task is: Predict the product of the given reaction. (1) Given the reactants [NH2:1][C:2]1[CH:11]=[CH:10][C:9]2[NH:8][C:7](=[O:12])[C:6]3[NH:13][CH:14]=[CH:15][C:5]=3[C:4]=2[CH:3]=1.Cl.[CH2:17]([C:19]([OH:21])=[O:20])[CH3:18].[CH3:22][O:23][C:24]1[CH:29]=[CH:28][C:27]([S:30](Cl)(=[O:32])=[O:31])=[CH:26][CH:25]=1, predict the reaction product. The product is: [CH3:22][O:23][C:24]1[CH:25]=[CH:26][C:27]([S:30]([NH:1][C:2]2[CH:11]=[CH:10][C:9]3[NH:8][C:7](=[O:12])[C:6]4[NH:13][CH:14]=[CH:15][C:5]=4[C:4]=3[CH:3]=2)(=[O:32])=[O:31])=[CH:28][CH:29]=1.[CH2:17]([C:19]([O-:21])=[O:20])[CH3:18]. (2) Given the reactants Cl.[NH2:2][C:3]([CH3:8])([CH3:7])[C:4]#[C:5][CH3:6].[N:9]1[C:18]2[C:13](=[CH:14][C:15]([O:19][CH:20]([O:24][CH2:25][CH3:26])[C:21](O)=[O:22])=[CH:16][CH:17]=2)[CH:12]=[CH:11][CH:10]=1.Cl.CN(C)CCCN=C=NCC.ON1C2C=CC=CC=2N=N1, predict the reaction product. The product is: [N:9]1[C:18]2[C:13](=[CH:14][C:15]([O:19][CH:20]([O:24][CH2:25][CH3:26])[C:21]([NH:2][C:3]([CH3:8])([C:4]#[C:5][CH3:6])[CH3:7])=[O:22])=[CH:16][CH:17]=2)[CH:12]=[CH:11][CH:10]=1. (3) Given the reactants C([O:4][CH:5]1[CH:18]=[C:17]2[C:8](=[C:9]([C:23]3[CH:31]=[CH:30][C:26]([C:27]([OH:29])=O)=[CH:25][C:24]=3[C:32]([OH:34])=[O:33])[C:10]3[C:15]([O:16]2)=[CH:14][C:13]([O:19]C(=O)C)=[CH:12][CH:11]=3)[CH:7]=[CH:6]1)(=O)C.C(Cl)CCl.C1C=CC2N(O)N=NC=2C=1.[CH2:49]([S:56][C:57](=[O:60])[CH2:58][NH2:59])[C:50]1[CH:55]=[CH:54][CH:53]=[CH:52][CH:51]=1, predict the reaction product. The product is: [CH2:49]([S:56][C:57]([CH2:58][NH:59][C:27](=[O:29])[C:26]1[CH:25]=[C:24]([C:23]([C:9]2[C:10]3[C:15]([O:16][C:17]4[C:8]=2[CH:7]=[CH:6][CH:5]([OH:4])[CH:18]=4)=[CH:14][C:13]([OH:19])=[CH:12][CH:11]=3)=[CH:31][CH:30]=1)[C:32]([OH:34])=[O:33])=[O:60])[C:50]1[CH:55]=[CH:54][CH:53]=[CH:52][CH:51]=1. (4) Given the reactants [F:1][C:2]1[CH:7]=[C:6]([C:8]2[CH:9]=[N:10][N:11]([CH3:13])[CH:12]=2)[CH:5]=[CH:4][C:3]=1[CH2:14]O.[Cl:16]C(N(C)C)=C(C)C, predict the reaction product. The product is: [Cl:16][CH2:14][C:3]1[CH:4]=[CH:5][C:6]([C:8]2[CH:9]=[N:10][N:11]([CH3:13])[CH:12]=2)=[CH:7][C:2]=1[F:1]. (5) Given the reactants [CH3:1][N:2]1[C:6]([C:7]([OH:9])=O)=[C:5]([CH3:10])[N:4]=[CH:3]1.O[NH:12][C:13]([CH:15]1[CH2:17][CH2:16]1)=[NH:14], predict the reaction product. The product is: [CH:15]1([C:13]2[N:14]=[C:7]([C:6]3[N:2]([CH3:1])[CH:3]=[N:4][C:5]=3[CH3:10])[O:9][N:12]=2)[CH2:17][CH2:16]1. (6) Given the reactants [C:1]([NH2:5])([CH3:4])([CH3:3])[CH3:2].[Li]CCCC.Cl[Si:12]([CH3:27])([CH3:26])[CH:13]1[C:21]2[S:22][C:23]([CH3:25])=[CH:24][C:20]=2[C:19]2[CH:18]=[CH:17][CH:16]=[CH:15][C:14]1=2, predict the reaction product. The product is: [C:1]([NH:5][Si:12]([CH3:26])([CH3:27])[CH:13]1[C:21]2[S:22][C:23]([CH3:25])=[CH:24][C:20]=2[C:19]2[CH:18]=[CH:17][CH:16]=[CH:15][C:14]1=2)([CH3:4])([CH3:3])[CH3:2]. (7) Given the reactants [F:1][C:2]1[CH:3]=[CH:4][C:5]([NH:8][NH2:9])=[N:6][CH:7]=1.CCN(C(C)C)C(C)C.[CH2:19]([N:22]([CH2:26][CH:27]=[CH2:28])[C:23](Cl)=[O:24])[CH:20]=[CH2:21], predict the reaction product. The product is: [F:1][C:2]1[CH:3]=[CH:4][C:5]([NH:8][NH:9][C:23]([N:22]([CH2:26][CH:27]=[CH2:28])[CH2:19][CH:20]=[CH2:21])=[O:24])=[N:6][CH:7]=1. (8) Given the reactants Cl.[C:2](=[NH:7])([O:4][CH2:5][CH3:6])[CH3:3].C(N(CC)CC)C.[CH:15]1[C:24]2[C:19](=[CH:20][CH:21]=[CH:22][CH:23]=2)[CH:18]=[CH:17][C:16]=1[C:25](Cl)=[O:26], predict the reaction product. The product is: [CH2:5]([O:4][C:2](=[N:7][C:25]([C:16]1[CH:17]=[CH:18][C:19]2[C:24](=[CH:23][CH:22]=[CH:21][CH:20]=2)[CH:15]=1)=[O:26])[CH3:3])[CH3:6].